From a dataset of Full USPTO retrosynthesis dataset with 1.9M reactions from patents (1976-2016). Predict the reactants needed to synthesize the given product. (1) Given the product [CH2:1]([N:3]1[C:7]2=[N:8][C:9]([CH2:29][CH3:30])=[C:10]([CH2:19][NH:20][C:21](=[O:28])[CH2:22][CH2:23][C:24]([OH:26])=[O:25])[C:11]([NH:12][CH:13]3[CH2:14][CH2:15][O:16][CH2:17][CH2:18]3)=[C:6]2[CH:5]=[N:4]1)[CH3:2], predict the reactants needed to synthesize it. The reactants are: [CH2:1]([N:3]1[C:7]2=[N:8][C:9]([CH2:29][CH3:30])=[C:10]([CH2:19][NH:20][C:21](=[O:28])[CH2:22][CH2:23][C:24]([O:26]C)=[O:25])[C:11]([NH:12][CH:13]3[CH2:18][CH2:17][O:16][CH2:15][CH2:14]3)=[C:6]2[CH:5]=[N:4]1)[CH3:2].[Li+].[OH-].O.Cl. (2) Given the product [NH2:33][C:29]1([CH2:28][NH:27][C:2]2[C:11]3[C:6](=[CH:7][CH:8]=[C:9]([CH3:12])[CH:10]=3)[N:5]=[C:4]([N:13]3[CH2:19][C:18]4[CH:20]=[CH:21][CH:22]=[CH:23][C:17]=4[S:16](=[O:25])(=[O:24])[CH:15]([CH3:26])[CH2:14]3)[CH:3]=2)[CH2:32][O:31][CH2:30]1, predict the reactants needed to synthesize it. The reactants are: Cl[C:2]1[C:11]2[C:6](=[CH:7][CH:8]=[C:9]([CH3:12])[CH:10]=2)[N:5]=[C:4]([N:13]2[CH2:19][C:18]3[CH:20]=[CH:21][CH:22]=[CH:23][C:17]=3[S:16](=[O:25])(=[O:24])[CH:15]([CH3:26])[CH2:14]2)[CH:3]=1.[NH2:27][CH2:28][C:29]1([NH2:33])[CH2:32][O:31][CH2:30]1. (3) Given the product [OH:1][CH2:2][CH:3]1[N:8]([CH3:23])[CH2:7][CH2:6][N:5]([C:9]([O:11][CH2:12][C:13]2[CH:18]=[CH:17][CH:16]=[CH:15][CH:14]=2)=[O:10])[CH2:4]1, predict the reactants needed to synthesize it. The reactants are: [OH:1][CH2:2][CH:3]1[NH:8][CH2:7][CH2:6][N:5]([C:9]([O:11][CH2:12][C:13]2[CH:18]=[CH:17][CH:16]=[CH:15][CH:14]=2)=[O:10])[CH2:4]1.C=O.[BH-](OC(C)=O)(OC(C)=O)O[C:23](C)=O.[Na+].C(=O)([O-])[O-].[Na+].[Na+]. (4) Given the product [F:25][C:5]1[C:4]([F:26])=[C:3]([I:29])[CH:8]=[CH:7][C:6]=1[C:9]1[CH:14]=[CH:13][C:12]([C:15]2[CH:20]=[CH:19][C:18]([CH2:21][CH2:22][CH3:23])=[CH:17][CH:16]=2)=[CH:11][C:10]=1[F:24], predict the reactants needed to synthesize it. The reactants are: C[Si](C)(C)[C:3]1[CH:8]=[CH:7][C:6]([C:9]2[CH:14]=[CH:13][C:12]([C:15]3[CH:20]=[CH:19][C:18]([CH2:21][CH2:22][CH3:23])=[CH:17][CH:16]=3)=[CH:11][C:10]=2[F:24])=[C:5]([F:25])[C:4]=1[F:26].[I:29]Cl. (5) Given the product [NH2:7][CH2:8][C:9]([NH:10][C:11]1[CH:19]=[CH:18][CH:17]=[C:16]2[C:12]=1[CH:13]=[N:14][N:15]2[CH2:20][CH2:21][N:22]1[CH2:23][CH2:24][CH2:25][CH2:26]1)=[O:27].[ClH:29], predict the reactants needed to synthesize it. The reactants are: C(OC(=O)[NH:7][CH2:8][C:9](=[O:27])[NH:10][C:11]1[CH:19]=[CH:18][CH:17]=[C:16]2[C:12]=1[CH:13]=[N:14][N:15]2[CH2:20][CH2:21][N:22]1[CH2:26][CH2:25][CH2:24][CH2:23]1)(C)(C)C.[ClH:29]. (6) The reactants are: [Cl:1]CCC1C=CC(C2C=CC(S(CCOC)(=O)=O)=CC=2)=CC=1.C(=O)([O-])[O-].[K+].[K+].[I-].[K+].C[C@@H]1CCCN1.[CH3:37][O:38][CH2:39][CH2:40][S:41]([C:44]1[CH:49]=[CH:48][C:47]([C:50]2[CH:55]=[CH:54][C:53]([CH2:56][CH2:57][N:58]3[CH2:62][CH2:61][CH2:60][C@H:59]3[CH3:63])=[CH:52][CH:51]=2)=[CH:46][CH:45]=1)(=[O:43])=[O:42]. Given the product [CH3:37][O:38][CH2:39][CH2:40][S:41]([C:44]1[CH:45]=[CH:46][C:47]([C:50]2[CH:55]=[CH:54][C:53]([CH2:56][CH2:57][N:58]3[CH2:62][CH2:61][CH2:60][C@H:59]3[CH3:63])=[CH:52][CH:51]=2)=[CH:48][CH:49]=1)(=[O:43])=[O:42].[ClH:1].[CH3:37][O:38][CH2:39][CH2:40][S:41]([C:44]1[CH:45]=[CH:46][C:47]([C:50]2[CH:55]=[CH:54][C:53]([CH2:56][CH2:57][N:58]3[CH2:62][CH2:61][CH2:60][C@H:59]3[CH3:63])=[CH:52][CH:51]=2)=[CH:48][CH:49]=1)(=[O:43])=[O:42], predict the reactants needed to synthesize it. (7) Given the product [CH3:18][N:19]([CH3:24])[S:20]([N:7]1[C:8]2=[N:9][CH:10]=[CH:11][CH:12]=[C:13]2[C:5]([C:3](=[O:4])[C:2]([F:1])([F:14])[F:15])=[CH:6]1)(=[O:22])=[O:21], predict the reactants needed to synthesize it. The reactants are: [F:1][C:2]([F:15])([F:14])[C:3]([C:5]1[C:13]2[C:8](=[N:9][CH:10]=[CH:11][CH:12]=2)[NH:7][CH:6]=1)=[O:4].[H-].[Na+].[CH3:18][N:19]([CH3:24])[S:20](Cl)(=[O:22])=[O:21]. (8) Given the product [N:18]1([CH2:23][CH2:24][NH:25][C:26]([C:28]2[C:32]([CH3:33])=[C:31]([CH:34]=[C:10]3[C:9]4[C:13](=[CH:14][CH:15]=[CH:16][C:8]=4[C:4]4[CH:5]=[CH:6][CH:7]=[C:2]([F:1])[CH:3]=4)[NH:12][C:11]3=[O:17])[NH:30][C:29]=2[CH3:36])=[O:27])[CH:22]=[CH:21][N:20]=[N:19]1, predict the reactants needed to synthesize it. The reactants are: [F:1][C:2]1[CH:3]=[C:4]([C:8]2[CH:16]=[CH:15][CH:14]=[C:13]3[C:9]=2[CH2:10][C:11](=[O:17])[NH:12]3)[CH:5]=[CH:6][CH:7]=1.[N:18]1([CH2:23][CH2:24][NH:25][C:26]([C:28]2[C:32]([CH3:33])=[C:31]([CH:34]=O)[NH:30][C:29]=2[CH3:36])=[O:27])[CH:22]=[CH:21][N:20]=[N:19]1. (9) The reactants are: [Cl:1][C:2]1[CH:11]=[CH:10][C:5]([C:6]([O:8]C)=[O:7])=[CH:4][C:3]=1[C:12]([O:14][C:15]([CH3:18])([CH3:17])[CH3:16])=[O:13].[OH-].[Li+]. Given the product [C:15]([O:14][C:12]([C:3]1[CH:4]=[C:5]([CH:10]=[CH:11][C:2]=1[Cl:1])[C:6]([OH:8])=[O:7])=[O:13])([CH3:18])([CH3:16])[CH3:17], predict the reactants needed to synthesize it.